This data is from Catalyst prediction with 721,799 reactions and 888 catalyst types from USPTO. The task is: Predict which catalyst facilitates the given reaction. Reactant: Cl.[NH2:2][C:3]1[C:4]([C:28]([NH2:30])=[O:29])=[CH:5][C:6]2[C:14]3[C:9](=[CH:10][CH:11]=[CH:12][CH:13]=3)[N:8]([CH2:15][C@@H:16]([NH2:26])[CH2:17][O:18]CC3C=CC=CC=3)[C:7]=2[N:27]=1.I[Si](C)(C)C.Cl. Product: [NH2:2][C:3]1[C:4]([C:28]([NH2:30])=[O:29])=[CH:5][C:6]2[C:14]3[C:9](=[CH:10][CH:11]=[CH:12][CH:13]=3)[N:8]([CH2:15][C@@H:16]([NH2:26])[CH2:17][OH:18])[C:7]=2[N:27]=1. The catalyst class is: 147.